From a dataset of Peptide-MHC class I binding affinity with 185,985 pairs from IEDB/IMGT. Regression. Given a peptide amino acid sequence and an MHC pseudo amino acid sequence, predict their binding affinity value. This is MHC class I binding data. (1) The peptide sequence is SVFHEHIFK. The MHC is HLA-A02:01 with pseudo-sequence HLA-A02:01. The binding affinity (normalized) is 0.0675. (2) The peptide sequence is MVFGRFSFA. The MHC is HLA-A01:01 with pseudo-sequence HLA-A01:01. The binding affinity (normalized) is 0.213.